The task is: Regression. Given a target protein amino acid sequence and a drug SMILES string, predict the binding affinity score between them. We predict pIC50 (pIC50 = -log10(IC50 in M); higher means more potent). Dataset: bindingdb_ic50.. This data is from Drug-target binding data from BindingDB using IC50 measurements. (1) The drug is CCOC(=O)N1CCC(N(CCOC)C(=O)Nc2ccc(C)c(C)c2)CC1. The target protein (O88943) has sequence MVQKSRNGGVYPGTSGEKKLKVGFVGLDPGAPDSTRDGALLIAGSEAPKRGSVLSKPRTGGAGAGKPPKRNAFYRKLQNFLYNVLERPRGWAFIYHAYVFLLVFSCLVLSVFSTIKEYEKSSEGALYILEIVTIVVFGVEYFVRIWAAGCCCRYRGWRGRLKFARKPFCVIDIMVLIASIAVLAAGSQGNVFATSALRSLRFLQILRMIRMDRRGGTWKLLGSVVYAHSKELVTAWYIGFLCLILASFLVYLAEKGENDHFDTYADALWWGLITLTTIGYGDKYPQTWNGRLLAATFTLIGVSFFALPAGILGSGFALKVQEQHRQKHFEKRRNPAAGLIQSAWRFYATNLSRTDLHSTWQYYERTVTVPMISSQTQTYGASRLIPPLNQLEMLRNLKSKSGLTFRKEPQPEPSPSQKVSLKDRVFSSPRGVAAKGKGSPQAQTVRRSPSADQSLDDSPSKVPKSWSFGDRSRARQAFRIKGAASRQNSEEASLPGEDIV.... The pIC50 is 6.3. (2) The drug is O=C(O)c1cc2c(C#Cc3ccc(OC(F)(F)F)cc3)c(-c3ccccc3)oc2cc1O. The target protein (Q9NRW4) has sequence MGNGMNKILPGLYIGNFKDARDAEQLSKNKVTHILSVHDSARPMLEGVKYLCIPAADSPSQNLTRHFKESIKFIHECRLRGESCLVHCLAGVSRSVTLVIAYIMTVTDFGWEDALHTVRAGRSCANPNVGFQRQLQEFEKHEVHQYRQWLKEEYGESPLQDAEEAKNILAAPGILKFWAFLRRL. The pIC50 is 5.7.